Predict which catalyst facilitates the given reaction. From a dataset of Catalyst prediction with 721,799 reactions and 888 catalyst types from USPTO. (1) Reactant: [CH3:1][C:2]1[NH:3][C:4]2[CH:5]=[CH:6][CH:7]=[C:8]([C:11]([OH:13])=[O:12])[C:9]=2[CH:10]=1.C(=O)([O-])[O-].[K+].[K+].[CH2:20](Br)[C:21]1[CH:26]=[CH:25][CH:24]=[CH:23][CH:22]=1.O. Product: [CH2:20]([O:12][C:11]([C:8]1[C:9]2[CH:10]=[C:2]([CH3:1])[NH:3][C:4]=2[CH:5]=[CH:6][CH:7]=1)=[O:13])[C:21]1[CH:26]=[CH:25][CH:24]=[CH:23][CH:22]=1. The catalyst class is: 42. (2) Reactant: [CH3:1][C:2]([CH3:18])([C:4]1[CH:9]=[CH:8][CH:7]=[CH:6][C:5]=1[O:10][CH2:11][C:12]1[CH:17]=[CH:16][CH:15]=[CH:14][CH:13]=1)[NH2:3].Br[C:20]1[C:21](=[O:38])[N:22]([C:27]2[CH:28]=[C:29]([CH:34]=[CH:35][C:36]=2[CH3:37])[C:30]([O:32][CH3:33])=[O:31])[CH:23]=[C:24]([Br:26])[N:25]=1.C(N(C(C)C)C(C)C)C. Product: [CH3:33][O:32][C:30](=[O:31])[C:29]1[CH:34]=[CH:35][C:36]([CH3:37])=[C:27]([N:22]2[CH:23]=[C:24]([Br:26])[N:25]=[C:20]([NH:3][C:2]([CH3:18])([C:4]3[CH:9]=[CH:8][CH:7]=[CH:6][C:5]=3[O:10][CH2:11][C:12]3[CH:17]=[CH:16][CH:15]=[CH:14][CH:13]=3)[CH3:1])[C:21]2=[O:38])[CH:28]=1. The catalyst class is: 38. (3) Reactant: Br[CH2:2][C@H:3]1[CH2:7][CH2:6][C@H:5]([CH2:8][CH2:9][C:10]2[CH:15]=[C:14]([F:16])[CH:13]=[CH:12][C:11]=2[O:17][CH3:18])[O:4]1.[Na+].[I-].[CH2:21]([NH:23][CH2:24][CH3:25])[CH3:22].C([O-])(O)=O.[Na+]. Product: [CH2:21]([N:23]([CH2:2][C@H:3]1[CH2:7][CH2:6][C@H:5]([CH2:8][CH2:9][C:10]2[CH:15]=[C:14]([F:16])[CH:13]=[CH:12][C:11]=2[O:17][CH3:18])[O:4]1)[CH2:24][CH3:25])[CH3:22]. The catalyst class is: 16. (4) Reactant: [C:1]([O:5][C:6](=[O:22])[NH:7][C:8]1[CH:13]=[CH:12][C:11]([O:14][CH2:15][C:16]2[CH:21]=[CH:20][CH:19]=[CH:18][CH:17]=2)=[CH:10][CH:9]=1)([CH3:4])([CH3:3])[CH3:2].[H-].[Na+].I[CH2:26][CH3:27]. Product: [C:1]([O:5][C:6](=[O:22])[N:7]([C:8]1[CH:13]=[CH:12][C:11]([O:14][CH2:15][C:16]2[CH:17]=[CH:18][CH:19]=[CH:20][CH:21]=2)=[CH:10][CH:9]=1)[CH2:26][CH3:27])([CH3:4])([CH3:2])[CH3:3]. The catalyst class is: 1. (5) Reactant: [Br:1][C:2]1[NH:3][C:4]2[C:9]([C:10]=1[CH:11]1[CH2:16][CH2:15][CH2:14][CH2:13][CH2:12]1)=[CH:8][CH:7]=[C:6]([C:17]([O:19][CH3:20])=[O:18])[CH:5]=2.[C:21](O[C:21]([O:23][C:24]([CH3:27])([CH3:26])[CH3:25])=[O:22])([O:23][C:24]([CH3:27])([CH3:26])[CH3:25])=[O:22]. Product: [Br:1][C:2]1[N:3]([C:21]([O:23][C:24]([CH3:27])([CH3:26])[CH3:25])=[O:22])[C:4]2[C:9]([C:10]=1[CH:11]1[CH2:16][CH2:15][CH2:14][CH2:13][CH2:12]1)=[CH:8][CH:7]=[C:6]([C:17]([O:19][CH3:20])=[O:18])[CH:5]=2. The catalyst class is: 172. (6) Reactant: [N:1]1[CH:6]=[CH:5][CH:4]=[CH:3][C:2]=1[O:7][CH2:8][C:9]1[CH:27]=[CH:26][C:12]([CH2:13][C:14]2[CH:18]=[C:17]([C:19]3[C:20]([NH2:25])=[N:21][CH:22]=[CH:23][CH:24]=3)[O:16][N:15]=2)=[CH:11][CH:10]=1.[C:28]([OH:35])(=[O:34])[CH2:29][CH2:30][C:31]([OH:33])=[O:32]. Product: [C:28]([OH:35])(=[O:34])[CH2:29][CH2:30][C:31]([OH:33])=[O:32].[N:1]1[CH:6]=[CH:5][CH:4]=[CH:3][C:2]=1[O:7][CH2:8][C:9]1[CH:27]=[CH:26][C:12]([CH2:13][C:14]2[CH:18]=[C:17]([C:19]3[C:20]([NH2:25])=[N:21][CH:22]=[CH:23][CH:24]=3)[O:16][N:15]=2)=[CH:11][CH:10]=1.[N:1]1[CH:6]=[CH:5][CH:4]=[CH:3][C:2]=1[O:7][CH2:8][C:9]1[CH:27]=[CH:26][C:12]([CH2:13][C:14]2[CH:18]=[C:17]([C:19]3[C:20]([NH2:25])=[N:21][CH:22]=[CH:23][CH:24]=3)[O:16][N:15]=2)=[CH:11][CH:10]=1. The catalyst class is: 5.